Dataset: Catalyst prediction with 721,799 reactions and 888 catalyst types from USPTO. Task: Predict which catalyst facilitates the given reaction. (1) Product: [C:1]([O:5][C:6](=[O:7])[NH:8][CH:9]1[CH2:10][CH2:11][O:20][C:17]1([CH3:18])[CH3:19])([CH3:2])([CH3:3])[CH3:4]. The catalyst class is: 37. Reactant: [C:1]([O:5][C:6]([NH:8][CH:9]([C:17]([OH:20])([CH3:19])[CH3:18])[CH2:10][CH2:11]OS(C)(=O)=O)=[O:7])([CH3:4])([CH3:3])[CH3:2].[C-]#N.[Na+]. (2) Reactant: C(OC(=O)[NH:7][C:8](=[NH:43])[C:9]1[S:10][C:11]([S:41][CH3:42])=[C:12]([S:14]([C:17]2[CH:22]=[CH:21][CH:20]=[C:19]([C:23]3[C:31]4[N:30]=[CH:29][N:28](COCC[Si](C)(C)C)[C:27]=4[CH:26]=[CH:25][C:24]=3[CH3:40])[CH:18]=2)(=[O:16])=[O:15])[CH:13]=1)(C)(C)C. Product: [CH3:40][C:24]1[CH:25]=[CH:26][C:27]2[NH:28][CH:29]=[N:30][C:31]=2[C:23]=1[C:19]1[CH:18]=[C:17]([S:14]([C:12]2[CH:13]=[C:9]([C:8]([NH2:43])=[NH:7])[S:10][C:11]=2[S:41][CH3:42])(=[O:15])=[O:16])[CH:22]=[CH:21][CH:20]=1. The catalyst class is: 67. (3) Reactant: [C:1]([N:4]1[CH:9]([C:10]2[CH:15]=[CH:14][CH:13]=[C:12]([O:16]C)[CH:11]=2)[CH:8]=[C:7]([C:18]2[CH:23]=[C:22]([F:24])[CH:21]=[CH:20][C:19]=2[F:25])[CH2:6][CH2:5]1)(=[O:3])[CH3:2].B(Br)(Br)Br. Product: [C:1]([N:4]1[CH2:5][CH2:6][C:7]([C:18]2[CH:23]=[C:22]([F:24])[CH:21]=[CH:20][C:19]=2[F:25])=[CH:8][CH:9]1[C:10]1[CH:11]=[C:12]([OH:16])[CH:13]=[CH:14][CH:15]=1)(=[O:3])[CH3:2]. The catalyst class is: 2. (4) Reactant: [CH2:1]([O:3][C@@H:4]([CH2:9][C:10]1[CH:15]=[CH:14][C:13]([C:16]2[CH:21]=[CH:20][CH:19]=[C:18]([N:22]([CH3:33])[C:23]([NH:25][CH2:26][CH2:27][CH2:28][CH2:29][CH2:30][CH2:31][CH3:32])=[O:24])[N:17]=2)=[CH:12][CH:11]=1)[C:5]([O:7]C)=[O:6])[CH3:2].O1CCCC1.[OH-].[Li+].O. Product: [CH2:1]([O:3][C@@H:4]([CH2:9][C:10]1[CH:15]=[CH:14][C:13]([C:16]2[CH:21]=[CH:20][CH:19]=[C:18]([N:22]([CH3:33])[C:23]([NH:25][CH2:26][CH2:27][CH2:28][CH2:29][CH2:30][CH2:31][CH3:32])=[O:24])[N:17]=2)=[CH:12][CH:11]=1)[C:5]([OH:7])=[O:6])[CH3:2]. The catalyst class is: 342. (5) Reactant: [CH3:1][S:2][C:3]1[NH:11][C:6]2=[N:7][CH:8]=[CH:9][CH:10]=[C:5]2[N:4]=1.FC(F)(F)S(O[CH2:18][CH:19]([F:21])[F:20])(=O)=O.O. Product: [F:20][CH:19]([F:21])[CH2:18][N:11]1[C:6]2=[N:7][CH:8]=[CH:9][CH:10]=[C:5]2[N:4]=[C:3]1[S:2][CH3:1]. The catalyst class is: 3. (6) Reactant: [CH:1]([Mg]Br)=[CH2:2].O1CCCC1.CON(C)[C:13](=[O:21])[C:14]1[CH:19]=[CH:18][CH:17]=[C:16]([CH3:20])[N:15]=1.[Cl-].[Na+].C(=O)([O-])O.[Na+]. Product: [CH3:20][C:16]1[N:15]=[C:14]([C:13](=[O:21])[CH:1]=[CH2:2])[CH:19]=[CH:18][CH:17]=1. The catalyst class is: 7.